The task is: Predict the reactants needed to synthesize the given product.. This data is from Full USPTO retrosynthesis dataset with 1.9M reactions from patents (1976-2016). (1) The reactants are: [Na].C(O)C.Cl.[CH:6]1([NH:11][C:12]([NH2:14])=[NH:13])[CH2:10][CH2:9][CH2:8][CH2:7]1.[Cl:15][C:16]1[N:21]2[N:22]=[C:23]([C:30]3[CH:35]=[CH:34][C:33]([F:36])=[CH:32][CH:31]=3)[C:24]([C:25](=O)[C:26]#[C:27][CH3:28])=[C:20]2[CH:19]=[CH:18][CH:17]=1. Given the product [Cl:15][C:16]1[N:21]2[N:22]=[C:23]([C:30]3[CH:31]=[CH:32][C:33]([F:36])=[CH:34][CH:35]=3)[C:24]([C:25]3[CH:26]=[C:27]([CH3:28])[N:14]=[C:12]([NH:11][CH:6]4[CH2:10][CH2:9][CH2:8][CH2:7]4)[N:13]=3)=[C:20]2[CH:19]=[CH:18][CH:17]=1, predict the reactants needed to synthesize it. (2) Given the product [CH2:24]([O:23][C:21]([NH:20][C@H:19]([C:18]([O:17][C:16]1[CH:8]=[C:9]([CH:13]=[CH:14][CH:15]=1)[C:10]([OH:12])=[O:11])=[O:34])[CH:31]([CH3:33])[CH3:32])=[O:22])[C:25]1[CH:30]=[CH:29][CH:28]=[CH:27][CH:26]=1, predict the reactants needed to synthesize it. The reactants are: COC1C=CC(C[C:8]2[C:16]([O:17][C:18](=[O:34])[C@H:19]([CH:31]([CH3:33])[CH3:32])[NH:20][C:21]([O:23][CH2:24][C:25]3[CH:30]=[CH:29][CH:28]=[CH:27][CH:26]=3)=[O:22])=[CH:15][CH:14]=[CH:13][C:9]=2[C:10]([O-:12])=[O:11])=CC=1.FC(F)(F)C(O)=O. (3) Given the product [ClH:1].[Cl:1][C:2]1[CH:30]=[CH:29][C:5]([CH2:6][CH:7]2[C:16]3[C:11](=[CH:12][CH:13]=[C:14]([O:17][CH:18]([F:20])[F:19])[CH:15]=3)[CH2:10][CH2:9][CH:8]2[NH2:21])=[CH:4][CH:3]=1, predict the reactants needed to synthesize it. The reactants are: [Cl:1][C:2]1[CH:30]=[CH:29][C:5]([CH2:6][CH:7]2[C:16]3[C:11](=[CH:12][CH:13]=[C:14]([O:17][CH:18]([F:20])[F:19])[CH:15]=3)[CH2:10][CH2:9][CH:8]2[NH:21]C(=O)OC(C)(C)C)=[CH:4][CH:3]=1.Cl. (4) The reactants are: Cl[C:2]1[CH:3]=[C:4]([C:9]2[N:13]3[C:14]4[N:22]=[C:21]([O:23][CH3:24])[CH:20]=[CH:19][C:15]=4[N:16]=[C:17]([CH3:18])[C:12]3=[C:11]([CH3:25])[N:10]=2)C=C(Cl)[CH:7]=1.[S:26]1C=CC=C1B(O)O.C([O-])([O-])=O.[K+].[K+]. Given the product [CH3:24][O:23][C:21]1[CH:20]=[CH:19][C:15]2[N:16]=[C:17]([CH3:18])[C:12]3[N:13]([C:9]([C:4]4[S:26][CH:7]=[CH:2][CH:3]=4)=[N:10][C:11]=3[CH3:25])[C:14]=2[N:22]=1, predict the reactants needed to synthesize it.